Dataset: Peptide-MHC class I binding affinity with 185,985 pairs from IEDB/IMGT. Task: Regression. Given a peptide amino acid sequence and an MHC pseudo amino acid sequence, predict their binding affinity value. This is MHC class I binding data. (1) The peptide sequence is SSSVDVDIY. The MHC is HLA-A31:01 with pseudo-sequence HLA-A31:01. The binding affinity (normalized) is 0.269. (2) The peptide sequence is ESMASLKSLY. The MHC is HLA-A33:01 with pseudo-sequence HLA-A33:01. The binding affinity (normalized) is 0.106. (3) The peptide sequence is SLMSIISTFH. The MHC is HLA-A31:01 with pseudo-sequence HLA-A31:01. The binding affinity (normalized) is 0.240. (4) The peptide sequence is IKLEPVHGVY. The MHC is HLA-B44:02 with pseudo-sequence HLA-B44:02. The binding affinity (normalized) is 0.